Dataset: Full USPTO retrosynthesis dataset with 1.9M reactions from patents (1976-2016). Task: Predict the reactants needed to synthesize the given product. (1) Given the product [C:50]([N:53]1[CH2:58][CH2:57][N:56]([CH2:33][C:32]2[CH:35]=[CH:36][C:37]([F:38])=[C:30]([N:27]3[C:17]4[N:18]=[C:19]([N:21]5[CH2:22][CH2:23][O:24][CH2:25][CH2:26]5)[N:20]=[C:15]([C:12]5[CH:11]=[N:10][C:9]([N:8]([CH2:39][C:40]6[CH:45]=[CH:44][C:43]([O:46][CH3:47])=[CH:42][CH:41]=6)[CH2:7][C:6]6[CH:5]=[CH:4][C:3]([O:2][CH3:1])=[CH:49][CH:48]=6)=[N:14][CH:13]=5)[C:16]=4[CH2:29][CH2:28]3)[CH:31]=2)[CH2:55][CH2:54]1)(=[O:52])[CH3:51], predict the reactants needed to synthesize it. The reactants are: [CH3:1][O:2][C:3]1[CH:49]=[CH:48][C:6]([CH2:7][N:8]([CH2:39][C:40]2[CH:45]=[CH:44][C:43]([O:46][CH3:47])=[CH:42][CH:41]=2)[C:9]2[N:14]=[CH:13][C:12]([C:15]3[C:16]4[CH2:29][CH2:28][N:27]([C:30]5[CH:31]=[C:32]([CH:35]=[CH:36][C:37]=5[F:38])[CH:33]=O)[C:17]=4[N:18]=[C:19]([N:21]4[CH2:26][CH2:25][O:24][CH2:23][CH2:22]4)[N:20]=3)=[CH:11][N:10]=2)=[CH:5][CH:4]=1.[C:50]([N:53]1[CH2:58][CH2:57][NH:56][CH2:55][CH2:54]1)(=[O:52])[CH3:51]. (2) Given the product [CH3:11][C:5]1[C:4]2[C:8](=[CH:9][CH:10]=[C:2]([C:61]3[CH:62]=[C:63]([NH:67][C@H:68]([C:79]4[CH:84]=[CH:83][CH:82]=[CH:81][CH:80]=4)[CH2:69][NH:70][C:71]([CH:73]4[CH2:78][CH2:77][CH2:76][CH2:75][CH2:74]4)=[O:72])[CH:64]=[N:65][CH:66]=3)[CH:3]=2)[NH:7][N:6]=1, predict the reactants needed to synthesize it. The reactants are: Br[C:2]1[CH:3]=[C:4]2[C:8](=[CH:9][CH:10]=1)[NH:7][N:6]=[C:5]2[CH3:11].B1(B2OC(C)(C)C(C)(C)O2)OC(C)(C)C(C)(C)O1.C(P(C12CC3CC(CC(C3)C1)C2)C12CC3CC(CC(C3)C1)C2)CCC.C([O-])(=O)C.[K+].Br[C:61]1[CH:62]=[C:63]([NH:67][C@H:68]([C:79]2[CH:84]=[CH:83][CH:82]=[CH:81][CH:80]=2)[CH2:69][NH:70][C:71]([CH:73]2[CH2:78][CH2:77][CH2:76][CH2:75][CH2:74]2)=[O:72])[CH:64]=[N:65][CH:66]=1.C(=O)([O-])[O-].[K+].[K+]. (3) Given the product [F:1][C:2]1[CH:3]=[C:4]2[C:9](=[C:10]([NH:12][S:19]([C:15]3[CH:14]=[N:13][CH:18]=[CH:17][CH:16]=3)(=[O:21])=[O:20])[CH:11]=1)[N:8]=[CH:7][CH:6]=[CH:5]2, predict the reactants needed to synthesize it. The reactants are: [F:1][C:2]1[CH:3]=[C:4]2[C:9](=[C:10]([NH2:12])[CH:11]=1)[N:8]=[CH:7][CH:6]=[CH:5]2.[N:13]1[CH:18]=[CH:17][CH:16]=[C:15]([S:19](Cl)(=[O:21])=[O:20])[CH:14]=1. (4) Given the product [F:19][C:14]1[CH:13]=[C:12]([S:9]([C:4]2[CH:3]=[N:27][C:26]3[C:28]([C:5]=2[OH:6])=[CH:29][CH:30]=[C:24]([N+:21]([O-:23])=[O:22])[CH:25]=3)(=[O:10])=[O:11])[CH:17]=[CH:16][C:15]=1[F:18], predict the reactants needed to synthesize it. The reactants are: CO[C:3](=O)[C:4]([S:9]([C:12]1[CH:17]=[CH:16][C:15]([F:18])=[C:14]([F:19])[CH:13]=1)(=[O:11])=[O:10])=[CH:5][O:6]CC.[N+:21]([C:24]1[CH:25]=[C:26]([CH:28]=[CH:29][CH:30]=1)[NH2:27])([O-:23])=[O:22]. (5) Given the product [OH:53][C:50]1([CH2:49][CH2:48][CH2:47][O:1][C:2]2[CH:11]=[C:10]3[C:5]([C:6]([O:12][C:13]4[CH:14]=[CH:15][C:16]([NH:19][C:20]([C:22]5[C:23](=[O:35])[N:24]([C:29]6[CH:30]=[CH:31][CH:32]=[CH:33][CH:34]=6)[N:25]([CH3:28])[C:26]=5[CH3:27])=[O:21])=[N:17][CH:18]=4)=[CH:7][CH:8]=[N:9]3)=[CH:4][CH:3]=2)[CH2:52][CH2:51]1, predict the reactants needed to synthesize it. The reactants are: [OH:1][C:2]1[CH:11]=[C:10]2[C:5]([C:6]([O:12][C:13]3[CH:14]=[CH:15][C:16]([NH:19][C:20]([C:22]4[C:23](=[O:35])[N:24]([C:29]5[CH:34]=[CH:33][CH:32]=[CH:31][CH:30]=5)[N:25]([CH3:28])[C:26]=4[CH3:27])=[O:21])=[N:17][CH:18]=3)=[CH:7][CH:8]=[N:9]2)=[CH:4][CH:3]=1.C([O-])([O-])=O.[Cs+].[Cs+].CS(O[CH2:47][CH2:48][CH2:49][C:50]1([OH:53])[CH2:52][CH2:51]1)(=O)=O. (6) Given the product [C:17]1([C:11]2([C:14]([OH:16])=[O:15])[CH2:10][CH2:9][NH:8][CH2:13][CH2:12]2)[CH:18]=[CH:19][CH:20]=[CH:21][CH:22]=1, predict the reactants needed to synthesize it. The reactants are: C(OC([N:8]1[CH2:13][CH2:12][C:11]([C:17]2[CH:22]=[CH:21][CH:20]=[CH:19][CH:18]=2)([C:14]([OH:16])=[O:15])[CH2:10][CH2:9]1)=O)(C)(C)C.Cl. (7) Given the product [CH:1]1[CH:2]=[CH:3][C:4]2[S:9][N:8]=[C:7]([N:10]3[CH2:15][CH2:14][N:13]([CH2:16][C@H:17]4[C@H:22]([CH2:23][N:24]5[C:34](=[O:35])[C@H:33]6[C@H:27]([C@H:28]7[CH2:32][C@@H:31]6[CH2:30][CH2:29]7)[C:25]5=[O:26])[CH2:21][CH2:20][CH2:19][CH2:18]4)[CH2:12][CH2:11]3)[C:5]=2[CH:6]=1.[ClH:42], predict the reactants needed to synthesize it. The reactants are: [CH:1]1[CH:2]=[CH:3][C:4]2[S:9][N:8]=[C:7]([N:10]3[CH2:15][CH2:14][N:13]([CH2:16][C@H:17]4[C@H:22]([CH2:23][N:24]5[C:34](=[O:35])[C@H:33]6[C@H:27]([C@H:28]7[CH2:32][C@@H:31]6[CH2:30][CH2:29]7)[C:25]5=[O:26])[CH2:21][CH2:20][CH2:19][CH2:18]4)[CH2:12][CH2:11]3)[C:5]=2[CH:6]=1.C([O-])(=O)C([O-])=O.[ClH:42]. (8) Given the product [C:42]([C:2]1[CH:3]=[C:4]([O:10][C:11]2[C:12]([F:36])=[C:13]([CH2:18][NH:19][C:20]([C:22]3[N:26]([CH2:27][O:28][CH2:29][CH2:30][Si:31]([CH3:32])([CH3:33])[CH3:34])[CH:25]=[N:24][C:23]=3[Cl:35])=[O:21])[CH:14]=[CH:15][C:16]=2[Cl:17])[CH:5]=[C:6]([C:8]#[N:9])[CH:7]=1)(=[O:44])[CH3:43], predict the reactants needed to synthesize it. The reactants are: Br[C:2]1[CH:3]=[C:4]([O:10][C:11]2[C:12]([F:36])=[C:13]([CH2:18][NH:19][C:20]([C:22]3[N:26]([CH2:27][O:28][CH2:29][CH2:30][Si:31]([CH3:34])([CH3:33])[CH3:32])[CH:25]=[N:24][C:23]=3[Cl:35])=[O:21])[CH:14]=[CH:15][C:16]=2[Cl:17])[CH:5]=[C:6]([C:8]#[N:9])[CH:7]=1.C([Sn](CCCC)(CCCC)[C:42]([O:44]CC)=[CH2:43])CCC.Cl.